Task: Regression/Classification. Given a drug SMILES string, predict its absorption, distribution, metabolism, or excretion properties. Task type varies by dataset: regression for continuous measurements (e.g., permeability, clearance, half-life) or binary classification for categorical outcomes (e.g., BBB penetration, CYP inhibition). For this dataset (caco2_wang), we predict Y.. Dataset: Caco-2 cell permeability data measuring drug intestinal absorption for ~900 compounds (1) The compound is CN1C(=O)CC(N2CCN(CCCN3c4ccccc4COc4ccc(C(=O)O)cc43)CC2)N(C)C1=O. The Y is -5.12 log Papp (cm/s). (2) The molecule is CC1OC(O[C@@H]2C=C3CC[C@@H]4[C@H](CC[C@]5(C)[C@@H](c6ccc(=O)oc6)CC[C@]45O)[C@@]3(C)CC2)C(O)C(O)C1O. The Y is -6.23 log Papp (cm/s). (3) The molecule is CC(=O)NC(O)CNc1ccc(C(C)=O)cc1. The Y is -5.22 log Papp (cm/s). (4) The compound is C=CCC(N)c1ccccc1-c1noc2ccccc12. The Y is -4.87 log Papp (cm/s).